Dataset: Reaction yield outcomes from USPTO patents with 853,638 reactions. Task: Predict the reaction yield, written as a fraction of the theoretical maximum amount of product (1.0 means a 100% yield; for example, 0.34 means a 34% yield). (1) The reactants are C[O:2][C:3]1[CH:4]=[C:5]([C:9]2[CH:14]=[CH:13][CH:12]=[CH:11][CH:10]=2)[CH:6]=[CH:7][CH:8]=1.[Cl-].[Al+3].[Cl-].[Cl-].[C:19](Cl)(=[O:21])[CH3:20].Cl. The catalyst is ClCCl. The product is [OH:2][C:3]1[CH:4]=[C:5]([C:9]2[CH:14]=[CH:13][CH:12]=[CH:11][CH:10]=2)[CH:6]=[CH:7][C:8]=1[C:19](=[O:21])[CH3:20]. The yield is 0.500. (2) The reactants are Br[C:2]1[CH:3]=[CH:4][CH:5]=[C:6]2[C:11]=1[N:10]=[C:9]([NH:12][C:13]([CH3:16])([CH3:15])[CH3:14])[N:8]([CH2:17][CH3:18])[C:7]2=[O:19].[CH3:20][C@@H:21]1[C:25]2[NH:26][C:27](B3OC(C)(C)C(C)(C)O3)=[CH:28][C:24]=2[C:23](=[O:38])[NH:22]1. No catalyst specified. The product is [C:13]([NH:12][C:9]1[N:8]([CH2:17][CH3:18])[C:7](=[O:19])[C:6]2[C:11](=[C:2]([C:27]3[NH:26][C:25]4[C@@H:21]([CH3:20])[NH:22][C:23](=[O:38])[C:24]=4[CH:28]=3)[CH:3]=[CH:4][CH:5]=2)[N:10]=1)([CH3:16])([CH3:15])[CH3:14]. The yield is 0.110. (3) The reactants are Cl[C:2]1[C:11]2[C:6](=[CH:7][C:8]([O:15][CH2:16][CH3:17])=[C:9]([N+:12]([O-:14])=[O:13])[CH:10]=2)[N:5]=[CH:4][C:3]=1[C:18]#[N:19].[Cl:20][C:21]1[CH:22]=[C:23]([CH:25]=[CH:26][C:27]=1[F:28])[NH2:24].C(OCC)(=O)C. The catalyst is CCCCCC. The product is [Cl:20][C:21]1[CH:22]=[C:23]([NH:24][C:2]2[C:11]3[C:6](=[CH:7][C:8]([O:15][CH2:16][CH3:17])=[C:9]([N+:12]([O-:14])=[O:13])[CH:10]=3)[N:5]=[CH:4][C:3]=2[C:18]#[N:19])[CH:25]=[CH:26][C:27]=1[F:28]. The yield is 0.950. (4) The reactants are Br[C:2]1[C:7]([CH3:8])=[CH:6][C:5]([N+:9]([O-:11])=[O:10])=[CH:4][C:3]=1[CH3:12].[F:13][C:14]([F:25])([F:24])[C:15]1[CH:20]=[CH:19][C:18](B(O)O)=[CH:17][CH:16]=1.O.[F-].[K+]. The catalyst is C1(C)C=CC=CC=1.C1C=CC([P]([Pd]([P](C2C=CC=CC=2)(C2C=CC=CC=2)C2C=CC=CC=2)([P](C2C=CC=CC=2)(C2C=CC=CC=2)C2C=CC=CC=2)[P](C2C=CC=CC=2)(C2C=CC=CC=2)C2C=CC=CC=2)(C2C=CC=CC=2)C2C=CC=CC=2)=CC=1. The product is [CH3:12][C:3]1[CH:4]=[C:5]([N+:9]([O-:11])=[O:10])[CH:6]=[C:7]([CH3:8])[C:2]=1[C:18]1[CH:19]=[CH:20][C:15]([C:14]([F:25])([F:24])[F:13])=[CH:16][CH:17]=1. The yield is 0.430. (5) The reactants are Br[C:2]1[CH:7]=[CH:6][C:5]([O:8][CH2:9][O:10][CH3:11])=[C:4]([CH2:12][C:13]2[CH:18]=[CH:17][C:16]([F:19])=[CH:15][CH:14]=2)[CH:3]=1.[Li]CCCC.[CH3:25][C:26]1[CH:33]=[C:32]([O:34][Si:35]([CH:42]([CH3:44])[CH3:43])([CH:39]([CH3:41])[CH3:40])[CH:36]([CH3:38])[CH3:37])[CH:31]=[C:30]([CH3:45])[C:27]=1[CH:28]=[O:29]. The catalyst is C1COCC1. The product is [CH3:45][C:30]1[CH:31]=[C:32]([O:34][Si:35]([CH:39]([CH3:41])[CH3:40])([CH:42]([CH3:43])[CH3:44])[CH:36]([CH3:37])[CH3:38])[CH:33]=[C:26]([CH3:25])[C:27]=1[CH:28]([C:2]1[CH:7]=[CH:6][C:5]([O:8][CH2:9][O:10][CH3:11])=[C:4]([CH2:12][C:13]2[CH:18]=[CH:17][C:16]([F:19])=[CH:15][CH:14]=2)[CH:3]=1)[OH:29]. The yield is 0.750. (6) The yield is 0.760. The product is [CH2:11]([O:13][C:14](=[O:26])[CH2:15][C@H:16]1[C:24]2[C:19](=[CH:20][C:21]([O:9][CH2:8][CH2:7][C:5]3[N:6]=[C:2]([Br:1])[S:3][C:4]=3[CH3:10])=[CH:22][CH:23]=2)[CH2:18][CH2:17]1)[CH3:12]. The catalyst is C1COCC1. The reactants are [Br:1][C:2]1[S:3][C:4]([CH3:10])=[C:5]([CH2:7][CH2:8][OH:9])[N:6]=1.[CH2:11]([O:13][C:14](=[O:26])[CH2:15][C@H:16]1[C:24]2[C:19](=[CH:20][C:21](O)=[CH:22][CH:23]=2)[CH2:18][CH2:17]1)[CH3:12].C1C=CC(P(C2C=CC=CC=2)C2C=CC=CC=2)=CC=1.C1CCN(C(N=NC(N2CCCCC2)=O)=O)CC1. (7) The reactants are C1(C)C=CC(S(O[CH2:11][CH:12]2[CH2:21][N:20]3[C:16](=[N:17][C:18]4[CH:25]=[CH:24][CH:23]=[CH:22][C:19]=43)[C:15]3[CH:26]=[CH:27][CH:28]=[CH:29][C:14]=3[O:13]2)(=O)=O)=CC=1.[H-].[H-].[H-].[H-].[Li+].[Al+3]. The catalyst is C1COCC1. The product is [CH3:11][CH:12]1[CH2:21][N:20]2[C:16](=[N:17][C:18]3[CH:25]=[CH:24][CH:23]=[CH:22][C:19]=32)[C:15]2[CH:26]=[CH:27][CH:28]=[CH:29][C:14]=2[O:13]1. The yield is 0.790. (8) The product is [C:25](=[O:26])([O:24][N:21]1[C:22](=[O:23])[CH2:17][CH2:18][C:19]1=[O:20])[O:9][CH:1]1[CH2:8][CH2:7][CH2:6][CH:5]=[CH:4][CH2:3][CH2:2]1. The catalyst is C(#N)C. The yield is 0.750. The reactants are [CH:1]1([OH:9])[CH2:8][CH2:7][CH2:6][CH:5]=[CH:4][CH2:3][CH2:2]1.C(N(CC)CC)C.[CH2:17]1[C:22](=[O:23])[N:21]([O:24][C:25](ON2C(=O)CCC2=O)=[O:26])[C:19](=[O:20])[CH2:18]1. (9) The reactants are [C:1]([C:3]1[CH:4]=[C:5]([OH:9])[CH:6]=[CH:7][CH:8]=1)#[N:2].[H-].[Na+].[C:12]1([C:18]2[CH:25]=[CH:24][C:21]([CH2:22]Cl)=[CH:20][CH:19]=2)[CH:17]=[CH:16][CH:15]=[CH:14][CH:13]=1.C(=O)([O-])[O-].[Na+].[Na+]. The catalyst is CN(C)C=O.[I-].[K+]. The product is [C:18]1([C:12]2[CH:13]=[CH:14][CH:15]=[CH:16][CH:17]=2)[CH:19]=[CH:20][C:21]([CH2:22][O:9][C:5]2[CH:4]=[C:3]([CH:8]=[CH:7][CH:6]=2)[C:1]#[N:2])=[CH:24][CH:25]=1. The yield is 0.980.